Task: Predict the reactants needed to synthesize the given product.. Dataset: Full USPTO retrosynthesis dataset with 1.9M reactions from patents (1976-2016) (1) The reactants are: [Br:1][C:2]1[CH:3]=[C:4]2[C:8](=[CH:9][CH:10]=1)[NH:7][C:6]([C:11]#[N:12])=[C:5]2[CH2:13][C:14]([O:16]C)=[O:15].[Li+].[OH-:19].[CH3:20]COC(C)=O.[CH2:26]1[CH2:30]OC[CH2:27]1. Given the product [Br:1][C:2]1[CH:3]=[C:4]2[C:8](=[CH:9][CH:10]=1)[NH:7][C:6]([C:11](=[O:19])[NH:12][C:26]([CH3:27])([CH3:30])[CH3:20])=[C:5]2[CH2:13][C:14]([OH:16])=[O:15].[Br:1][C:2]1[CH:3]=[C:4]2[C:8](=[CH:9][CH:10]=1)[NH:7][C:6]([C:11]#[N:12])=[C:5]2[CH2:13][C:14]([OH:16])=[O:15], predict the reactants needed to synthesize it. (2) The reactants are: O.[O:2]=[C:3]1[O:9][C@H:8]([C@H:10]([CH2:12][OH:13])[OH:11])[C:6]([OH:7])=[C:4]1[OH:5].C(=O)([O-])O.[Na+].[CH2:19]1[O:21][CH:20]1[CH2:22][OH:23]. Given the product [CH2:19]([O:7][C:6]1[C@@H:8]([C@H:10]([CH2:12][OH:13])[OH:11])[O:9][C:3](=[O:2])[C:4]=1[OH:5])[CH:20]([CH2:22][OH:23])[OH:21], predict the reactants needed to synthesize it. (3) Given the product [OH:15][CH2:14][C:11]1([CH2:16][OH:17])[CH2:12][CH2:13][NH:8][CH2:9][CH2:10]1, predict the reactants needed to synthesize it. The reactants are: C(OC([N:8]1[CH2:13][CH2:12][C:11]([CH2:16][OH:17])([CH2:14][OH:15])[CH2:10][CH2:9]1)=O)(C)(C)C.FC(F)(F)C(O)=O.